Task: Predict the product of the given reaction.. Dataset: Forward reaction prediction with 1.9M reactions from USPTO patents (1976-2016) (1) Given the reactants [N+:1]([C:4]1[CH:5]=[C:6]2[C:10](=[CH:11][CH:12]=1)[NH:9][C:8]([C:13]([O:15][CH2:16][CH3:17])=[O:14])=[C:7]2[C:18]1[CH:23]=[CH:22][CH:21]=[CH:20][CH:19]=1)([O-:3])=[O:2].Br[CH:25]([C:32]1[CH:37]=[CH:36][CH:35]=[CH:34][CH:33]=1)[C:26]1[CH:31]=[CH:30][CH:29]=[CH:28][CH:27]=1, predict the reaction product. The product is: [CH:25]([N:9]1[C:10]2[C:6](=[CH:5][C:4]([N+:1]([O-:3])=[O:2])=[CH:12][CH:11]=2)[C:7]([C:18]2[CH:23]=[CH:22][CH:21]=[CH:20][CH:19]=2)=[C:8]1[C:13]([O:15][CH2:16][CH3:17])=[O:14])([C:26]1[CH:31]=[CH:30][CH:29]=[CH:28][CH:27]=1)[C:32]1[CH:37]=[CH:36][CH:35]=[CH:34][CH:33]=1. (2) Given the reactants [Cl:1][C:2]1[C:6]([NH:7][CH2:8][CH3:9])=[CH:5][N:4]([C:10]2[CH:11]=[N:12][CH:13]=[CH:14][CH:15]=2)[N:3]=1.C(=O)([O-])O.[Na+].[C:21](Cl)(=[O:24])[CH:22]=[CH2:23], predict the reaction product. The product is: [Cl:1][C:2]1[C:6]([N:7]([CH2:8][CH3:9])[C:21](=[O:24])[CH:22]=[CH2:23])=[CH:5][N:4]([C:10]2[CH:11]=[N:12][CH:13]=[CH:14][CH:15]=2)[N:3]=1. (3) Given the reactants [N:1]([CH2:4][C:5]1[C:10]2[N:11]=[CH:12][S:13][C:9]=2[CH:8]=[CH:7][CH:6]=1)=[N+]=[N-].N#N, predict the reaction product. The product is: [NH2:1][CH2:4][C:5]1[C:10]2[N:11]=[CH:12][S:13][C:9]=2[CH:8]=[CH:7][CH:6]=1.